From a dataset of Reaction yield outcomes from USPTO patents with 853,638 reactions. Predict the reaction yield, written as a fraction of the theoretical maximum amount of product (1.0 means a 100% yield; for example, 0.34 means a 34% yield). (1) The reactants are C([O:8][C:9]1[C:13]([CH2:14][CH2:15][C:16]2[N:17]=[CH:18][S:19][CH:20]=2)=[CH:12][N:11]([C:21]2[CH:26]=[CH:25][CH:24]=[CH:23][CH:22]=2)[N:10]=1)C1C=CC=CC=1.C(#N)C.I[Si](C)(C)C. The catalyst is O. The product is [C:21]1([N:11]2[CH:12]=[C:13]([CH2:14][CH2:15][C:16]3[N:17]=[CH:18][S:19][CH:20]=3)[C:9]([OH:8])=[N:10]2)[CH:22]=[CH:23][CH:24]=[CH:25][CH:26]=1. The yield is 0.520. (2) The reactants are Cl[CH2:2][CH2:3][O:4][C:5]1[C:13]2[C:8](=[N:9][CH:10]=[N:11][C:12]=2[NH:14][C:15]2[CH:20]=[CH:19][C:18]([O:21][CH2:22][C:23]3[CH:28]=[CH:27][CH:26]=[CH:25][N:24]=3)=[C:17]([Cl:29])[CH:16]=2)[NH:7][N:6]=1.[NH:30]1[CH2:34][CH2:33][CH2:32][C@@H:31]1[CH2:35][OH:36]. No catalyst specified. The product is [Cl:29][C:17]1[CH:16]=[C:15]([NH:14][C:12]2[N:11]=[CH:10][N:9]=[C:8]3[NH:7][N:6]=[C:5]([O:4][CH2:3][CH2:2][N:30]4[CH2:34][CH2:33][CH2:32][C@@H:31]4[CH2:35][OH:36])[C:13]=23)[CH:20]=[CH:19][C:18]=1[O:21][CH2:22][C:23]1[CH:28]=[CH:27][CH:26]=[CH:25][N:24]=1. The yield is 0.370.